Task: Predict the reaction yield, written as a fraction of the theoretical maximum amount of product (1.0 means a 100% yield; for example, 0.34 means a 34% yield).. Dataset: Reaction yield outcomes from USPTO patents with 853,638 reactions (1) The reactants are [CH3:1][O:2][C:3]1[C:4]([CH2:12][N:13]([CH3:15])[CH3:14])=[C:5]2[C:9](=[CH:10][CH:11]=1)[NH:8][CH:7]=[CH:6]2.CN(C=O)C.[CH3:21][O:22][C:23]1[CH:28]=[CH:27][C:26]([S:29](Cl)(=[O:31])=[O:30])=[CH:25][CH:24]=1. No catalyst specified. The product is [CH3:1][O:2][C:3]1[C:4]([CH2:12][N:13]([CH3:14])[CH3:15])=[C:5]2[C:9](=[CH:10][CH:11]=1)[N:8]([S:29]([C:26]1[CH:25]=[CH:24][C:23]([O:22][CH3:21])=[CH:28][CH:27]=1)(=[O:31])=[O:30])[CH:7]=[CH:6]2. The yield is 0.0600. (2) The reactants are [NH2:1][C:2]1[N:7]=[CH:6][N:5]=[C:4]2[N:8]([CH2:25][C@@H:26]3[CH2:30][CH2:29][CH2:28][N:27]3[C:31](=[O:35])[CH2:32][C:33]#[N:34])[N:9]=[C:10]([C:11]3[CH:16]=[CH:15][C:14]([O:17][C:18]4[CH:23]=[CH:22][CH:21]=[CH:20][CH:19]=4)=[CH:13][C:12]=3[F:24])[C:3]=12.[CH:36]1([NH:39][C:40]([CH3:44])([CH3:43])[CH:41]=O)[CH2:38][CH2:37]1. The catalyst is N1CCCCC1.CC#N. The product is [NH2:1][C:2]1[N:7]=[CH:6][N:5]=[C:4]2[N:8]([CH2:25][C@@H:26]3[CH2:30][CH2:29][CH2:28][N:27]3[C:31]([C:32](=[CH:41][C:40]([NH:39][CH:36]3[CH2:38][CH2:37]3)([CH3:44])[CH3:43])[C:33]#[N:34])=[O:35])[N:9]=[C:10]([C:11]3[CH:16]=[CH:15][C:14]([O:17][C:18]4[CH:19]=[CH:20][CH:21]=[CH:22][CH:23]=4)=[CH:13][C:12]=3[F:24])[C:3]=12. The yield is 0.270. (3) The reactants are FC(F)(F)C(O)=O.[NH2:8][C:9](=[O:50])[CH:10]([C:12]1[CH:49]=[CH:48][CH:47]=[CH:46][C:13]=1[CH2:14][CH2:15][C:16]1[C:21]([C:22]([F:25])([F:24])[F:23])=[CH:20][N:19]=[C:18]([NH:26][C:27]2[CH:32]=[CH:31][C:30]([CH:33]3[CH2:38][CH2:37][N:36](C(OC(C)(C)C)=O)[CH2:35][CH2:34]3)=[CH:29][CH:28]=2)[N:17]=1)[CH3:11].C1CCCCC1. The catalyst is C(Cl)Cl.CCOC(C)=O. The product is [NH:36]1[CH2:37][CH2:38][CH:33]([C:30]2[CH:29]=[CH:28][C:27]([NH:26][C:18]3[N:17]=[C:16]([CH2:15][CH2:14][C:13]4[CH:46]=[CH:47][CH:48]=[CH:49][C:12]=4[CH:10]([CH3:11])[C:9]([NH2:8])=[O:50])[C:21]([C:22]([F:25])([F:24])[F:23])=[CH:20][N:19]=3)=[CH:32][CH:31]=2)[CH2:34][CH2:35]1. The yield is 0.470. (4) The reactants are [CH3:1][O:2][C:3]1[CH:49]=[CH:48][C:6]([CH2:7][N:8]([CH2:39][C:40]2[CH:45]=[CH:44][C:43]([O:46][CH3:47])=[CH:42][CH:41]=2)[C:9]2[N:14]=[C:13]([CH3:15])[N:12]=[C:11]([C:16]3[CH:17]=[C:18]([C@H:23]([N:25]4[CH2:30][CH2:29][N:28](C(OC(C)(C)C)=O)[CH2:27][C@@H:26]4[CH3:38])[CH3:24])[CH:19]=[N:20][C:21]=3[F:22])[CH:10]=2)=[CH:5][CH:4]=1.C(O)(C(F)(F)F)=O. The catalyst is C(Cl)Cl. The product is [F:22][C:21]1[C:16]([C:11]2[N:12]=[C:13]([CH3:15])[N:14]=[C:9]([N:8]([CH2:7][C:6]3[CH:48]=[CH:49][C:3]([O:2][CH3:1])=[CH:4][CH:5]=3)[CH2:39][C:40]3[CH:41]=[CH:42][C:43]([O:46][CH3:47])=[CH:44][CH:45]=3)[CH:10]=2)=[CH:17][C:18]([C@H:23]([N:25]2[CH2:30][CH2:29][NH:28][CH2:27][C@@H:26]2[CH3:38])[CH3:24])=[CH:19][N:20]=1. The yield is 0.980. (5) The reactants are [BH4-].[Na+].[F:3][C:4]1[CH:23]=[CH:22][C:7]([C:8]([C:10]2[CH:18]=[CH:17][C:13]([C:14](O)=[O:15])=[CH:12][C:11]=2[C:19](O)=[O:20])=O)=[CH:6][CH:5]=1.S(OC)(OC)(=O)=O.O. The catalyst is C1COCC1. The product is [F:3][C:4]1[CH:23]=[CH:22][C:7]([CH:8]2[C:10]3[C:11](=[CH:12][C:13]([CH2:14][OH:15])=[CH:17][CH:18]=3)[CH2:19][O:20]2)=[CH:6][CH:5]=1. The yield is 0.860.